Dataset: Full USPTO retrosynthesis dataset with 1.9M reactions from patents (1976-2016). Task: Predict the reactants needed to synthesize the given product. (1) Given the product [F:17][C:15]1[CH:16]=[C:11]([C:5]2[CH:6]=[N:1][CH:2]=[N:3][CH:4]=2)[CH:12]=[C:13]([F:31])[C:14]=1[C:18]([N:20]1[CH2:24][CH2:23][CH2:22][C@H:21]1[CH2:25][N:26]1[CH2:30][CH2:29][CH2:28][CH2:27]1)=[O:19], predict the reactants needed to synthesize it. The reactants are: [N:1]1[CH:6]=[C:5](B(O)O)[CH:4]=[N:3][CH:2]=1.Br[C:11]1[CH:16]=[C:15]([F:17])[C:14]([C:18]([N:20]2[CH2:24][CH2:23][CH2:22][C@H:21]2[CH2:25][N:26]2[CH2:30][CH2:29][CH2:28][CH2:27]2)=[O:19])=[C:13]([F:31])[CH:12]=1. (2) Given the product [Br:1][C:2]1[CH:6]=[N:5][N:4]([CH3:7])[C:3]=1[NH:8][C:9]1[CH:10]=[C:11]([C:18]2[CH:19]=[CH:20][CH:21]=[CH:22][C:17]=2[F:16])[CH:12]=[CH:13][CH:14]=1, predict the reactants needed to synthesize it. The reactants are: [Br:1][C:2]1[CH:6]=[N:5][N:4]([CH3:7])[C:3]=1[NH:8][C:9]1[CH:14]=[CH:13][CH:12]=[C:11](I)[CH:10]=1.[F:16][C:17]1[CH:22]=[CH:21][CH:20]=[CH:19][C:18]=1B(O)O.C(=O)([O-])[O-].[Cs+].[Cs+].COCCOC. (3) Given the product [Cl:15][C:16]1[C:21]([C:22]([NH:13][C:8]2[CH:9]=[CH:10][CH:11]=[C:12]3[C:7]=2[N:6]=[CH:5][N:4]=[C:3]3[N:2]([CH3:14])[CH3:1])=[O:23])=[C:20]([F:25])[C:19]([CH2:26][NH:27][C:28](=[O:33])[C:29]([CH3:31])([CH3:30])[CH3:32])=[CH:18][CH:17]=1, predict the reactants needed to synthesize it. The reactants are: [CH3:1][N:2]([CH3:14])[C:3]1[C:12]2[C:7](=[C:8]([NH2:13])[CH:9]=[CH:10][CH:11]=2)[N:6]=[CH:5][N:4]=1.[Cl:15][C:16]1[C:21]([C:22](O)=[O:23])=[C:20]([F:25])[C:19]([CH2:26][NH:27][C:28](=[O:33])[C:29]([CH3:32])([CH3:31])[CH3:30])=[CH:18][CH:17]=1.C(Cl)(=O)C(Cl)=O.CCN(C(C)C)C(C)C. (4) Given the product [CH3:21][O:22][C:23]1[N:28]=[CH:27][C:26]([C:2]2[CH:20]=[CH:19][C:5]3[N:6]=[C:7]([C@H:9]4[CH2:12][C@H:11]([N:13]5[CH2:17][CH2:16][CH2:15][CH2:14][CH2:18]5)[CH2:10]4)[S:8][C:4]=3[CH:3]=2)=[CH:25][CH:24]=1, predict the reactants needed to synthesize it. The reactants are: Br[C:2]1[CH:20]=[CH:19][C:5]2[N:6]=[C:7]([C@H:9]3[CH2:12][C@H:11]([N:13]4[CH2:17][CH2:16][CH2:15][C@H:14]4[CH3:18])[CH2:10]3)[S:8][C:4]=2[CH:3]=1.[CH3:21][O:22][C:23]1[N:28]=[CH:27][C:26](B(O)O)=[CH:25][CH:24]=1.N1C=C(B(O)O)C=NC=1. (5) Given the product [F:22][C:23]([F:36])([F:35])[S:24]([O:27][C:6]1[C:5]2[C:10](=[CH:11][N:12]=[C:3]([C:1]#[N:2])[CH:4]=2)[N:9]=[CH:8][CH:7]=1)(=[O:26])=[O:25], predict the reactants needed to synthesize it. The reactants are: [C:1]([C:3]1(O)[N:12]=[CH:11][C:10]2[N:9]=[CH:8][CH:7]=[CH:6][C:5]=2[CH2:4]1)#[N:2].N1C(C)=CC=CC=1C.[F:22][C:23]([F:36])([F:35])[S:24]([O:27]S(C(F)(F)F)(=O)=O)(=[O:26])=[O:25].[Cl-].[NH4+]. (6) Given the product [Cl:1][C:2]1[CH:7]=[CH:6][CH:5]=[CH:4][C:3]=1[CH2:8][N:9]1[C:13]2[N:14]=[C:15]([CH:19]3[CH2:22][CH2:21][CH2:20]3)[N:16]=[C:17]([N:43]3[CH2:44][CH2:45][C:41]([F:46])([F:40])[CH2:42]3)[C:12]=2[N:11]=[N:10]1, predict the reactants needed to synthesize it. The reactants are: [Cl:1][C:2]1[CH:7]=[CH:6][CH:5]=[CH:4][C:3]=1[CH2:8][N:9]1[C:13]2[N:14]=[C:15]([CH:19]3[CH2:22][CH2:21][CH2:20]3)[NH:16][C:17](=O)[C:12]=2[N:11]=[N:10]1.O=P(Cl)(Cl)Cl.C(N(CC)C1C=CC=CC=1)C.Cl.[F:40][C:41]1([F:46])[CH2:45][CH2:44][NH:43][CH2:42]1.CCN(C(C)C)C(C)C. (7) The reactants are: [Cl:1][C:2]1[CH:3]=[C:4]([CH:25]=[CH:26][C:27]=1[O:28][CH3:29])[CH2:5][NH:6][C:7]1[C:12]([C:13]([O:15]CC)=[O:14])=[CH:11][N:10]=[C:9]([N:18]2[CH2:24][CH2:23][C:20]3([CH2:22][CH2:21]3)[CH2:19]2)[N:8]=1.[OH-].[Na+]. Given the product [Cl:1][C:2]1[CH:3]=[C:4]([CH:25]=[CH:26][C:27]=1[O:28][CH3:29])[CH2:5][NH:6][C:7]1[C:12]([C:13]([OH:15])=[O:14])=[CH:11][N:10]=[C:9]([N:18]2[CH2:24][CH2:23][C:20]3([CH2:21][CH2:22]3)[CH2:19]2)[N:8]=1, predict the reactants needed to synthesize it.